Task: Predict the product of the given reaction.. Dataset: Forward reaction prediction with 1.9M reactions from USPTO patents (1976-2016) (1) Given the reactants [F:1][C:2]([C:5]1[O:9][C:8]([CH2:10][N:11]2[CH:15]=[C:14]([NH2:16])[CH:13]=[N:12]2)=[CH:7][CH:6]=1)([F:4])[CH3:3].[CH3:17][O:18][C:19]1[C:24]([O:25][CH3:26])=[CH:23][CH:22]=[CH:21][C:20]=1/[CH:27]=[CH:28]/[C:29](O)=[O:30], predict the reaction product. The product is: [F:4][C:2]([C:5]1[O:9][C:8]([CH2:10][N:11]2[CH:15]=[C:14]([NH:16][C:29](=[O:30])/[CH:28]=[CH:27]/[C:20]3[CH:21]=[CH:22][CH:23]=[C:24]([O:25][CH3:26])[C:19]=3[O:18][CH3:17])[CH:13]=[N:12]2)=[CH:7][CH:6]=1)([F:1])[CH3:3]. (2) Given the reactants [CH3:1][N:2]([C:9]1[CH:14]=[CH:13][C:12]([O:15][CH3:16])=[CH:11][C:10]=1[CH3:17])[C:3](=[O:8])[CH2:4][N:5]([CH3:7])[CH3:6].[N:18]([O-:20])=[O:19].[Na+].O.C([O-])(O)=O.[Na+], predict the reaction product. The product is: [CH3:1][N:2]([C:9]1[CH:14]=[C:13]([N+:18]([O-:20])=[O:19])[C:12]([O:15][CH3:16])=[CH:11][C:10]=1[CH3:17])[C:3](=[O:8])[CH2:4][N:5]([CH3:6])[CH3:7]. (3) Given the reactants C(OC([NH:8][CH2:9][CH2:10][CH2:11][C@@H:12]([CH2:19][C:20]1[N:21]=[CH:22][N:23]2[C:32]3[C:27](=[CH:28][CH:29]=[CH:30][CH:31]=3)[CH2:26][CH2:25][C:24]=12)[C:13]([O:15][CH:16]([CH3:18])[CH3:17])=[O:14])=O)(C)(C)C.[ClH:33], predict the reaction product. The product is: [ClH:33].[ClH:33].[NH2:8][CH2:9][CH2:10][CH2:11][C@@H:12]([CH2:19][C:20]1[N:21]=[CH:22][N:23]2[C:32]3[C:27](=[CH:28][CH:29]=[CH:30][CH:31]=3)[CH2:26][CH2:25][C:24]=12)[C:13]([O:15][CH:16]([CH3:18])[CH3:17])=[O:14]. (4) Given the reactants [Br:1][C:2]1[N:3]=[C:4]([NH:21][NH2:22])[C:5]([N:8]2[CH2:13][CH2:12][N:11]([C:14]([O:16][C:17]([CH3:20])([CH3:19])[CH3:18])=[O:15])[CH2:10][CH2:9]2)=[N:6][CH:7]=1.[CH:23](OCC)(OCC)OCC, predict the reaction product. The product is: [Br:1][C:2]1[N:3]2[CH:23]=[N:22][N:21]=[C:4]2[C:5]([N:8]2[CH2:9][CH2:10][N:11]([C:14]([O:16][C:17]([CH3:18])([CH3:19])[CH3:20])=[O:15])[CH2:12][CH2:13]2)=[N:6][CH:7]=1. (5) The product is: [Cl:23][CH2:26][O:27][C:28]([NH:1][CH2:2][C:3]1([CH2:9][C:10]([OH:12])=[O:11])[CH2:8][CH2:7][CH2:6][CH2:5][CH2:4]1)=[O:13]. Given the reactants [NH2:1][CH2:2][C:3]1([CH2:9][C:10]([OH:12])=[O:11])[CH2:8][CH2:7][CH2:6][CH2:5][CH2:4]1.[OH2:13].C(N(C(C)C)CC)(C)C.[ClH:23].O1C[CH2:28][O:27][CH2:26]C1, predict the reaction product. (6) The product is: [ClH:33].[NH2:13][C@H:9]([C:10]([O:63][CH2:62][CH2:61][NH:60][C:58]([C:39]1[N:38]([CH2:34][CH2:35][CH2:36][CH3:37])[CH:42]=[C:41]([NH:43][C:44]([NH:46][C:47]2[CH:48]=[CH:49][C:50]([O:53][C:54]([F:55])([F:56])[F:57])=[CH:51][CH:52]=2)=[O:45])[N:40]=1)=[O:59])=[O:11])[CH2:8][CH2:7][C:6]([OH:21])=[O:5]. Given the reactants C([O:5][C:6](=[O:21])[CH2:7][CH2:8][C@H:9]([NH:13]C(OC(C)(C)C)=O)[C:10](O)=[O:11])(C)(C)C.CCN=C=NCCCN(C)C.[ClH:33].[CH2:34]([N:38]1[CH:42]=[C:41]([NH:43][C:44]([NH:46][C:47]2[CH:52]=[CH:51][C:50]([O:53][C:54]([F:57])([F:56])[F:55])=[CH:49][CH:48]=2)=[O:45])[N:40]=[C:39]1[C:58]([NH:60][CH2:61][CH2:62][OH:63])=[O:59])[CH2:35][CH2:36][CH3:37], predict the reaction product. (7) Given the reactants [C:1](#[N:3])[CH3:2].CC([O-])(CC)C.[K+].C1(C)C=CC=CC=1.[CH3:18][C:19]1([C:25](OC)=O)[CH2:24][CH2:23][O:22][CH2:21][CH2:20]1.Cl.[C:30]1([CH3:38])[CH:35]=[CH:34][C:33]([NH:36][NH2:37])=[CH:32][CH:31]=1.Cl, predict the reaction product. The product is: [CH3:18][C:19]1([C:25]2[CH:2]=[C:1]([NH2:3])[N:36]([C:33]3[CH:34]=[CH:35][C:30]([CH3:38])=[CH:31][CH:32]=3)[N:37]=2)[CH2:24][CH2:23][O:22][CH2:21][CH2:20]1.